This data is from Reaction yield outcomes from USPTO patents with 853,638 reactions. The task is: Predict the reaction yield, written as a fraction of the theoretical maximum amount of product (1.0 means a 100% yield; for example, 0.34 means a 34% yield). (1) The reactants are [C:1]([C:3]1[CH:4]=[C:5]([OH:9])[CH:6]=[CH:7][CH:8]=1)#[CH:2].Br[CH2:11][CH:12]1[CH2:14][CH2:13]1.[I-].[Na+].C([O-])([O-])=O.[Cs+].[Cs+]. The catalyst is CC(C)=O.CCOCC. The product is [CH:12]1([CH2:11][O:9][C:5]2[CH:6]=[CH:7][CH:8]=[C:3]([C:1]#[CH:2])[CH:4]=2)[CH2:14][CH2:13]1. The yield is 0.840. (2) The reactants are Br[C:2]1[C:3]([F:14])=[CH:4][N:5]=[C:6]2[C:11]=1[N:10]=[C:9]([O:12][CH3:13])[CH:8]=[CH:7]2.[C:15]1(/[CH:21]=[CH:22]/B(O)O)[CH:20]=[CH:19][CH:18]=[CH:17][CH:16]=1.C([O-])([O-])=O.[K+].[K+]. No catalyst specified. The product is [F:14][C:3]1[C:2](/[CH:22]=[CH:21]/[C:15]2[CH:20]=[CH:19][CH:18]=[CH:17][CH:16]=2)=[C:11]2[C:6]([CH:7]=[CH:8][C:9]([O:12][CH3:13])=[N:10]2)=[N:5][CH:4]=1. The yield is 0.940. (3) The reactants are [OH:1][C:2]1[CH:11]=[CH:10][C:9]2[NH:8][C:7](=[O:12])[C:6]([C:13]3[CH:18]=[CH:17][CH:16]=[CH:15][CH:14]=3)=[N:5][C:4]=2[C:3]=1[C:19](O)=[O:20].Cl.C([NH:25][CH2:26][C:27]([OH:29])=[O:28])C.[CH2:30](N(CC)CC)[CH3:31].C1CN([P+](ON2N=NC3C=CC=CC2=3)(N2CCCC2)N2CCCC2)CC1.F[P-](F)(F)(F)(F)F. The catalyst is CN(C)C=O. The product is [OH:1][C:2]1[C:3]([C:19]([NH:25][CH2:26][C:27]([O:29][CH2:30][CH3:31])=[O:28])=[O:20])=[C:4]2[C:9](=[CH:10][CH:11]=1)[NH:8][C:7](=[O:12])[C:6]([C:13]1[CH:14]=[CH:15][CH:16]=[CH:17][CH:18]=1)=[N:5]2. The yield is 0.730. (4) The reactants are [C:1]([C:3]1[CH:8]=[CH:7][N:6]=[C:5]([NH:9][C:10](=[O:12])[CH3:11])[CH:4]=1)#[N:2]. The catalyst is N.CO.[Ni]. The product is [NH2:2][CH2:1][C:3]1[CH:8]=[CH:7][N:6]=[C:5]([NH:9][C:10](=[O:12])[CH3:11])[CH:4]=1. The yield is 0.260. (5) The reactants are [Br:1][C:2]1[CH:3]=[N:4][CH:5]=[C:6]([Br:10])[C:7]=1[CH:8]=O.O.[NH2:12][NH2:13]. No catalyst specified. The product is [Br:1][C:2]1[CH:3]=[N:4][CH:5]=[C:6]([Br:10])[C:7]=1/[CH:8]=[N:12]/[NH2:13]. The yield is 0.500. (6) The reactants are [C:1]([C:6]1[S:13][C:12]2[C:11]3[S:14][C:15]4[C:19]([CH2:20][CH2:21][CH2:22][CH2:23][CH2:24][CH2:25][CH2:26][CH2:27][CH2:28][CH2:29]CCCCCCC)=[C:18]([C:37]([O:39]CC)=[O:38])[S:17][C:16]=4[C:10]=3[S:9][C:8]=2[C:7]=1[CH2:42][CH2:43][CH2:44][CH2:45][CH2:46][CH2:47][CH2:48][CH2:49][CH2:50][CH2:51]CCCCCCC)([O:3]CC)=[O:2].CO.[OH-].[Li+]. The catalyst is O1CCCC1.O. The product is [CH2:20]([C:19]1[C:15]2[S:14][C:11]3[C:12]4[S:13][C:6]([C:1]([OH:3])=[O:2])=[C:7]([CH2:42][CH2:43][CH2:44][CH2:45][CH2:46][CH2:47][CH2:48][CH2:49][CH2:50][CH3:51])[C:8]=4[S:9][C:10]=3[C:16]=2[S:17][C:18]=1[C:37]([OH:39])=[O:38])[CH2:21][CH2:22][CH2:23][CH2:24][CH2:25][CH2:26][CH2:27][CH2:28][CH3:29]. The yield is 0.980. (7) The reactants are [OH:1][C:2]1[CH:7]=[CH:6][C:5]([O:8][C:9]([F:12])([F:11])[F:10])=[CH:4][C:3]=1[C:13]([C:15]1[S:16][CH:17]=[CH:18][CH:19]=1)=[O:14].[CH3:20][O:21][C:22](=[O:42])[CH2:23][CH2:24][C:25]1[CH:30]=[CH:29][C:28]([O:31][CH2:32][CH2:33][CH:34](OS(C)(=O)=O)[CH3:35])=[CH:27][C:26]=1[CH3:41].C([O-])([O-])=O.[Cs+].[Cs+].Cl. The catalyst is CN(C=O)C.O. The product is [CH3:20][O:21][C:22](=[O:42])[CH2:23][CH2:24][C:25]1[CH:30]=[CH:29][C:28]([O:31][CH2:32][CH2:33][CH:34]([O:1][C:2]2[CH:7]=[CH:6][C:5]([O:8][C:9]([F:10])([F:11])[F:12])=[CH:4][C:3]=2[C:13]([C:15]2[S:16][CH:17]=[CH:18][CH:19]=2)=[O:14])[CH3:35])=[CH:27][C:26]=1[CH3:41]. The yield is 0.450. (8) The reactants are Br[C:2]1[CH:7]=[CH:6][C:5]([C:8]2[C:12]3[CH2:13][C:14]4[S:15][CH:16]=[CH:17][C:18]=4[C:11]=3[N:10]([CH2:19][O:20][CH2:21][CH2:22][Si:23]([CH3:26])([CH3:25])[CH3:24])[N:9]=2)=[CH:4][CH:3]=1.C[N:28]1[CH2:33][CH2:32]N[CH2:30][CH2:29]1.C([O-])([O-])=[O:35].[Cs+].[Cs+].CC1(C)C2C(=C(P(C3C=CC=CC=3)C3C=CC=CC=3)C=CC=2)OC2C(P(C3C=CC=CC=3)C3C=CC=CC=3)=CC=CC1=2. The catalyst is C1(C)C=CC=CC=1.C(O)C.CC([O-])=O.CC([O-])=O.[Pd+2]. The product is [N:28]1([C:2]2[CH:7]=[CH:6][C:5]([C:8]3[C:12]4[CH2:13][C:14]5[S:15][CH:16]=[CH:17][C:18]=5[C:11]=4[N:10]([CH2:19][O:20][CH2:21][CH2:22][Si:23]([CH3:26])([CH3:25])[CH3:24])[N:9]=3)=[CH:4][CH:3]=2)[CH2:33][CH2:32][O:35][CH2:30][CH2:29]1. The yield is 0.450. (9) The reactants are [F:1][C:2]1[CH:3]=[C:4]2[C:8](=[CH:9][CH:10]=1)[NH:7][C:6](=[O:11])[CH2:5]2.S(=O)(=O)(O)O.[N+:17]([O-])(O)=O. No catalyst specified. The product is [NH2:17][C:9]1[CH:10]=[C:2]([F:1])[CH:3]=[C:4]2[C:8]=1[NH:7][C:6](=[O:11])[CH2:5]2. The yield is 0.625. (10) The reactants are [BH4-].[Na+].[O:3]=[C:4]1[CH2:9][N:8]([C:10]([O:12][C:13]([CH3:16])([CH3:15])[CH3:14])=[O:11])[C@H:7]([C:17]([O:19][CH2:20][CH3:21])=[O:18])[CH2:6][CH2:5]1. The catalyst is CCO. The product is [OH:3][C@@H:4]1[CH2:9][N:8]([C:10]([O:12][C:13]([CH3:14])([CH3:15])[CH3:16])=[O:11])[C@H:7]([C:17]([O:19][CH2:20][CH3:21])=[O:18])[CH2:6][CH2:5]1. The yield is 0.800.